This data is from Catalyst prediction with 721,799 reactions and 888 catalyst types from USPTO. The task is: Predict which catalyst facilitates the given reaction. (1) Reactant: [CH3:1][C@H:2]1[C@H:7]([O:8][C:9]2[CH:14]=[CH:13][C:12]([C:15]([F:18])([F:17])[F:16])=[CH:11][N:10]=2)[CH2:6][CH2:5][CH2:4][NH:3]1.CC[N:21]([CH:25]([CH3:27])C)[CH:22]([CH3:24])[CH3:23].CN(C(O[N:36]1[N:44]=[N:43][C:38]2C=CC=C[C:37]1=2)=[N+](C)C)C.F[P-](F)(F)(F)(F)F.[C:52]([O-:55])(O)=O.[Na+].[CH3:57]N(C=O)C. Product: [CH3:1][C@H:2]1[C@H:7]([O:8][C:9]2[CH:14]=[CH:13][C:12]([C:15]([F:18])([F:16])[F:17])=[CH:11][N:10]=2)[CH2:6][CH2:5][CH2:4][N:3]1[C:52]([C:25]1[C:27]([N:44]2[N:36]=[CH:37][CH:38]=[N:43]2)=[CH:57][CH:24]=[C:22]([CH3:23])[N:21]=1)=[O:55]. The catalyst class is: 25. (2) Reactant: [CH3:1][C:2]1[NH:20][C:5]2=[N:6][C:7]([N:14]3[CH2:19][CH2:18][O:17][CH2:16][CH2:15]3)=[CH:8][C:9]([C:10]([O:12][CH3:13])=[O:11])=[C:4]2[N:3]=1.Br[CH2:22][C:23]1[CH:28]=[CH:27][CH:26]=[C:25]([C:29]([F:32])([F:31])[F:30])[C:24]=1[CH3:33].C([O-])([O-])=O.[Na+].[Na+].O. Product: [CH3:1][C:2]1[N:20]([CH2:22][C:23]2[CH:28]=[CH:27][CH:26]=[C:25]([C:29]([F:30])([F:31])[F:32])[C:24]=2[CH3:33])[C:5]2=[N:6][C:7]([N:14]3[CH2:15][CH2:16][O:17][CH2:18][CH2:19]3)=[CH:8][C:9]([C:10]([O:12][CH3:13])=[O:11])=[C:4]2[N:3]=1. The catalyst class is: 3. (3) Reactant: C([N:8]1[C@@H:13]2[C@H:14]([S:16]([C:19]3[CH:24]=[CH:23][CH:22]=[CH:21][CH:20]=3)(=[O:18])=[O:17])[CH2:15][C@@:9]1([C:41]1[CH:46]=[CH:45][CH:44]=[CH:43][CH:42]=1)[C@@H:10]([O:25][CH2:26][C:27]1[CH:32]=[C:31]([C:33]([F:36])([F:35])[F:34])[CH:30]=[C:29]([C:37]([F:40])([F:39])[F:38])[CH:28]=1)[CH:11]=[CH:12]2)C1C=CC=CC=1. Product: [F:36][C:33]([F:34])([F:35])[C:31]1[CH:32]=[C:27]([CH2:26][O:25][C@H:10]2[CH2:11][CH2:12][C@@H:13]3[NH:8][C@@:9]2([C:41]2[CH:46]=[CH:45][CH:44]=[CH:43][CH:42]=2)[CH2:15][C@H:14]3[S:16]([C:19]2[CH:20]=[CH:21][CH:22]=[CH:23][CH:24]=2)(=[O:18])=[O:17])[CH:28]=[C:29]([C:37]([F:40])([F:38])[F:39])[CH:30]=1. The catalyst class is: 63.